Dataset: Full USPTO retrosynthesis dataset with 1.9M reactions from patents (1976-2016). Task: Predict the reactants needed to synthesize the given product. (1) The reactants are: [Cl:1][CH2:2][C:3]1[C:8]([CH2:9]Cl)=[N:7][CH:6]=[CH:5][N:4]=1.C([NH:14][CH:15](C(OCC)=O)[C:16]([O:18]CC)=[O:17])(=O)C.[H-].[Na+].Cl. Given the product [ClH:1].[N:7]1[CH:6]=[CH:5][N:4]=[C:3]2[CH2:2][NH:14][CH:15]([C:16]([OH:18])=[O:17])[CH2:9][C:8]=12, predict the reactants needed to synthesize it. (2) Given the product [CH3:39][O:40][C:41]1[CH:42]=[C:43]([NH:44][C:2]2[N:7]=[C:6]([O:8][C:9]3[C:18]4[C:13](=[CH:14][CH:15]=[CH:16][CH:17]=4)[C:12]([NH:19][C:20]([NH:22][C:23]4[N:27]([C:28]5[CH:29]=[CH:30][C:31]([CH3:34])=[CH:32][CH:33]=5)[N:26]=[C:25]([Si:35]([CH3:36])([CH3:38])[CH3:37])[CH:24]=4)=[O:21])=[CH:11][CH:10]=3)[CH:5]=[CH:4][N:3]=2)[CH:45]=[C:46]([O:48][CH2:49][CH2:50][N:51]2[CH2:56][CH2:55][O:54][CH2:53][CH2:52]2)[CH:47]=1, predict the reactants needed to synthesize it. The reactants are: Cl[C:2]1[N:7]=[C:6]([O:8][C:9]2[C:18]3[C:13](=[CH:14][CH:15]=[CH:16][CH:17]=3)[C:12]([NH:19][C:20]([NH:22][C:23]3[N:27]([C:28]4[CH:33]=[CH:32][C:31]([CH3:34])=[CH:30][CH:29]=4)[N:26]=[C:25]([Si:35]([CH3:38])([CH3:37])[CH3:36])[CH:24]=3)=[O:21])=[CH:11][CH:10]=2)[CH:5]=[CH:4][N:3]=1.[CH3:39][O:40][C:41]1[CH:42]=[C:43]([CH:45]=[C:46]([O:48][CH2:49][CH2:50][N:51]2[CH2:56][CH2:55][O:54][CH2:53][CH2:52]2)[CH:47]=1)[NH2:44]. (3) The reactants are: Br[C:2]1[CH:3]=[C:4]([CH2:8][CH:9]2[CH2:14][CH2:13][N:12]([C:15]([O:17][C:18]([CH3:21])([CH3:20])[CH3:19])=[O:16])[CH2:11][CH2:10]2)[CH:5]=[CH:6][CH:7]=1.[B:22]1([B:22]2[O:26][C:25]([CH3:28])([CH3:27])[C:24]([CH3:30])([CH3:29])[O:23]2)[O:26][C:25]([CH3:28])([CH3:27])[C:24]([CH3:30])([CH3:29])[O:23]1.C([O-])(=O)C.[K+]. Given the product [CH3:29][C:24]1([CH3:30])[C:25]([CH3:28])([CH3:27])[O:26][B:22]([C:2]2[CH:3]=[C:4]([CH2:8][CH:9]3[CH2:14][CH2:13][N:12]([C:15]([O:17][C:18]([CH3:21])([CH3:20])[CH3:19])=[O:16])[CH2:11][CH2:10]3)[CH:5]=[CH:6][CH:7]=2)[O:23]1, predict the reactants needed to synthesize it. (4) Given the product [F:8][C:9]1[CH:22]=[CH:21][C:12]([CH:13]=[C:14]2[S:18][C:17](=[O:19])[NH:16][C:15]2=[O:20])=[CH:11][C:10]=1[C:23]1[CH:28]=[N:27][CH:26]=[C:25]([N:29]2[CH2:35][CH2:34][CH2:33][N:32]([C:36](=[O:41])[C:37]([CH3:39])([CH3:38])[CH3:40])[CH2:31][CH2:30]2)[N:24]=1, predict the reactants needed to synthesize it. The reactants are: C(Cl)(=O)C(C)(C)C.[F:8][C:9]1[CH:22]=[CH:21][C:12](/[CH:13]=[C:14]2/[C:15](=[O:20])[NH:16][C:17](=[O:19])[S:18]/2)=[CH:11][C:10]=1[C:23]1[CH:28]=[N:27][CH:26]=[C:25]([N:29]2[CH2:35][CH2:34][CH2:33][N:32]([C:36](=[O:41])[C:37]([CH3:40])([CH3:39])[CH3:38])[CH2:31][CH2:30]2)[N:24]=1. (5) Given the product [CH3:1][O:2][C:3](=[O:20])[C@H:4]([NH:10][C:11]1[CH:16]=[C:15]([CH3:17])[C:14]([F:18])=[C:13]([CH3:19])[CH:12]=1)[CH2:5][CH2:6][CH2:7][CH2:8][NH:9][S:30]([C:26]1[CH:27]=[CH:28][CH:29]=[C:24]([N+:21]([O-:23])=[O:22])[CH:25]=1)(=[O:31])=[O:32], predict the reactants needed to synthesize it. The reactants are: [CH3:1][O:2][C:3](=[O:20])[C@H:4]([NH:10][C:11]1[CH:16]=[C:15]([CH3:17])[C:14]([F:18])=[C:13]([CH3:19])[CH:12]=1)[CH2:5][CH2:6][CH2:7][CH2:8][NH2:9].[N+:21]([C:24]1[CH:25]=[C:26]([S:30](Cl)(=[O:32])=[O:31])[CH:27]=[CH:28][CH:29]=1)([O-:23])=[O:22].C(N(CC)CC)C. (6) Given the product [CH3:22][C:21]1[C:16]([N:13]2[CH2:14][CH2:15][N:10]([C:8]([C:5]3[CH:6]=[CH:7][C:2]([N:25]4[CH2:28][CH2:27][C:26]4=[O:29])=[CH:3][C:4]=3[F:24])=[O:9])[CH2:11][CH2:12]2)=[N:17][CH:18]=[C:19]([CH3:23])[CH:20]=1, predict the reactants needed to synthesize it. The reactants are: Br[C:2]1[CH:7]=[CH:6][C:5]([C:8]([N:10]2[CH2:15][CH2:14][N:13]([C:16]3[C:21]([CH3:22])=[CH:20][C:19]([CH3:23])=[CH:18][N:17]=3)[CH2:12][CH2:11]2)=[O:9])=[C:4]([F:24])[CH:3]=1.[NH:25]1[CH2:28][CH2:27][C:26]1=[O:29]. (7) Given the product [Br:14][C:10]1[CH:11]=[C:12]([CH3:13])[C:7]([CH:18]=[O:19])=[N:8][CH:9]=1, predict the reactants needed to synthesize it. The reactants are: [Li]CCCC.Br[C:7]1[C:12]([CH3:13])=[CH:11][C:10]([Br:14])=[CH:9][N:8]=1.CN([CH:18]=[O:19])C. (8) The reactants are: Cl.[CH:2]1([C@@H:8]([NH:19][CH2:20][C:21]([O:23][CH2:24][CH3:25])=[O:22])[C:9]([O:11]CC2C=CC=CC=2)=[O:10])[CH2:7][CH2:6][CH2:5][CH2:4][CH2:3]1. Given the product [CH:2]1([C@@H:8]([NH:19][CH2:20][C:21]([O:23][CH2:24][CH3:25])=[O:22])[C:9]([OH:11])=[O:10])[CH2:3][CH2:4][CH2:5][CH2:6][CH2:7]1, predict the reactants needed to synthesize it. (9) Given the product [Br:1][C:2]1[CH:7]=[CH:6][N:5]=[C:4]2[N:8]([C:11]([O:13][C:14]([CH3:17])([CH3:16])[CH3:15])=[O:12])[CH:9]=[CH:10][C:3]=12, predict the reactants needed to synthesize it. The reactants are: [Br:1][C:2]1[CH:7]=[CH:6][N:5]=[C:4]2[NH:8][CH:9]=[CH:10][C:3]=12.[C:11](O[C:11]([O:13][C:14]([CH3:17])([CH3:16])[CH3:15])=[O:12])([O:13][C:14]([CH3:17])([CH3:16])[CH3:15])=[O:12].C(N(CC)CC)C. (10) The reactants are: [N+:1]([C:4]1[CH:5]=[CH:6][C:7]([CH2:10][C:11](OCC)=[O:12])=[N:8][CH:9]=1)([O-:3])=[O:2].CC(C[AlH]CC(C)C)C. Given the product [N+:1]([C:4]1[CH:5]=[CH:6][C:7]([CH2:10][CH2:11][OH:12])=[N:8][CH:9]=1)([O-:3])=[O:2], predict the reactants needed to synthesize it.